The task is: Predict which catalyst facilitates the given reaction.. This data is from Catalyst prediction with 721,799 reactions and 888 catalyst types from USPTO. (1) Reactant: [NH2:1][C:2]1[CH:3]=[C:4]2[C:8](=[CH:9][CH:10]=1)[CH2:7][N:6]([C:11]([O:13][C:14]([CH3:17])([CH3:16])[CH3:15])=[O:12])[CH2:5]2.C(N(CC)CC)C.[Cl:25][C:26]1[N:31]=[C:30](Cl)[N:29]=[CH:28][N:27]=1. Product: [Cl:25][C:26]1[N:31]=[CH:30][N:29]=[C:28]([NH:1][C:2]2[CH:3]=[C:4]3[C:8](=[CH:9][CH:10]=2)[CH2:7][N:6]([C:11]([O:13][C:14]([CH3:17])([CH3:16])[CH3:15])=[O:12])[CH2:5]3)[N:27]=1. The catalyst class is: 5. (2) Reactant: O[CH2:2][C@H:3]1[NH:8][CH2:7][CH2:6][N:5]([C:9]([O:11][CH2:12][C:13]2[CH:18]=[CH:17][CH:16]=[CH:15][CH:14]=2)=[O:10])[CH2:4]1.[C:19]([C:21]1[CH:26]=[CH:25][C:24]([NH:27][C:28](=O)[O:29]C2C=CC=CC=2)=[CH:23][C:22]=1[C:37]([F:40])([F:39])[F:38])#[N:20].C1C=CC(P(C2C=CC=CC=2)C2C=CC=CC=2)=CC=1.CC(OC(/N=N/C(OC(C)C)=O)=O)C. Product: [C:19]([C:21]1[CH:26]=[CH:25][C:24]([N:27]2[CH2:2][C@@H:3]3[CH2:4][N:5]([C:9]([O:11][CH2:12][C:13]4[CH:18]=[CH:17][CH:16]=[CH:15][CH:14]=4)=[O:10])[CH2:6][CH2:7][N:8]3[C:28]2=[O:29])=[CH:23][C:22]=1[C:37]([F:38])([F:39])[F:40])#[N:20]. The catalyst class is: 474. (3) Reactant: [H-].[Na+].[CH3:3][N:4]1[CH2:9][CH2:8][N:7]([CH2:10][CH2:11][OH:12])[CH2:6][CH2:5]1.Cl[C:14]1[CH:19]=[CH:18][C:17]([N+:20]([O-:22])=[O:21])=[CH:16][N:15]=1. Product: [CH3:3][N:4]1[CH2:9][CH2:8][N:7]([CH2:10][CH2:11][O:12][C:14]2[CH:19]=[CH:18][C:17]([N+:20]([O-:22])=[O:21])=[CH:16][N:15]=2)[CH2:6][CH2:5]1. The catalyst class is: 3.